From a dataset of Full USPTO retrosynthesis dataset with 1.9M reactions from patents (1976-2016). Predict the reactants needed to synthesize the given product. (1) Given the product [C:2]([O:5][CH2:6][C:7]([C:9]1[C:10]([CH:16]2[CH2:21][CH2:20][N:19]([C:33](=[O:34])[CH2:32][C:26]3[C:25]([F:24])=[CH:30][CH:29]=[CH:28][C:27]=3[F:31])[CH2:18][C:17]2([F:22])[F:23])=[N:11][C:12]([CH3:15])=[N:13][CH:14]=1)=[O:8])(=[O:4])[CH3:3], predict the reactants needed to synthesize it. The reactants are: Cl.[C:2]([O:5][CH2:6][C:7]([C:9]1[C:10]([CH:16]2[CH2:21][CH2:20][NH:19][CH2:18][C:17]2([F:23])[F:22])=[N:11][C:12]([CH3:15])=[N:13][CH:14]=1)=[O:8])(=[O:4])[CH3:3].[F:24][C:25]1[CH:30]=[CH:29][CH:28]=[C:27]([F:31])[C:26]=1[CH2:32][C:33](O)=[O:34].CN(C(ON1N=NC2C=CC=NC1=2)=[N+](C)C)C.F[P-](F)(F)(F)(F)F.CCN(C(C)C)C(C)C. (2) Given the product [CH2:17]([O:21][CH:22]([CH2:13][C:12]1[CH:11]=[CH:10][C:9]([OH:8])=[CH:16][CH:15]=1)[C:23]([O:25][CH2:26][CH2:27][CH2:28][CH3:29])=[O:24])[CH2:18][CH2:19][CH3:20], predict the reactants needed to synthesize it. The reactants are: [CH2:13]([O:8][C:9]1[CH:16]=[CH:15][C:12]([CH:13]=[O:8])=[CH:11][CH:10]=1)[C:12]1[CH:15]=[CH:16][CH:9]=[CH:10][CH:11]=1.[CH2:17]([O:21][CH:22](P(OCC)(OCC)=O)[C:23]([O:25][CH2:26][CH2:27][CH2:28][CH3:29])=[O:24])[CH2:18][CH2:19][CH3:20].C(OC(=O)C(OCCCC)Cl)CCC.P(OCC)(OCC)OCC. (3) Given the product [N+:9]([C:12]1[CH:13]=[C:14]([NH:27][C:28]([C:30]2[CH:35]=[CH:34][CH:33]=[CH:32][C:31]=2[C:36]2[CH:41]=[CH:40][C:39]([C:42]([F:43])([F:44])[F:45])=[CH:38][CH:37]=2)=[O:29])[CH:15]=[CH:16][C:17]=1[N:18]([C:2](=[O:8])[C:3]([O:5][CH2:6][CH3:7])=[O:4])[CH2:19][CH2:20][C:21]1[CH:26]=[CH:25][CH:24]=[CH:23][N:22]=1)([O-:11])=[O:10], predict the reactants needed to synthesize it. The reactants are: Cl[C:2](=[O:8])[C:3]([O:5][CH2:6][CH3:7])=[O:4].[N+:9]([C:12]1[CH:13]=[C:14]([NH:27][C:28]([C:30]2[C:31]([C:36]3[CH:41]=[CH:40][C:39]([C:42]([F:45])([F:44])[F:43])=[CH:38][CH:37]=3)=[CH:32][CH:33]=[CH:34][CH:35]=2)=[O:29])[CH:15]=[CH:16][C:17]=1[NH:18][CH2:19][CH2:20][C:21]1[CH:26]=[CH:25][CH:24]=[CH:23][N:22]=1)([O-:11])=[O:10].C(N(CC)CC)C.C(OCC)(=O)C. (4) Given the product [CH2:32]([C@H:13]1[C:14]2[NH:15][C:16]3[CH:17]=[C:18]([O:30][CH3:31])[C:19]([CH3:29])=[CH:20][C:21]=3[C:22]=2[CH2:23][C@@H:24]2[C:25](=[O:26])[NH:8][C@@H:9]([CH3:36])[C:10](=[O:11])[N:12]12)[CH:33]([CH3:34])[CH3:35], predict the reactants needed to synthesize it. The reactants are: C(OC([NH:8][C@@H:9]([CH3:36])[C:10]([N:12]1[C@H:24]([C:25](OC)=[O:26])[CH2:23][C:22]2[C:21]3[C:16](=[CH:17][C:18]([O:30][CH3:31])=[C:19]([CH3:29])[CH:20]=3)[NH:15][C:14]=2[C@@H:13]1[CH2:32][CH:33]([CH3:35])[CH3:34])=[O:11])=O)(C)(C)C.C([C@H]1C2NC3C=C(OC)C(C)=CC=3C=2C[C@H]2C(=O)N[C@@H](C)C(=O)N12)C(C)C. (5) Given the product [NH2:1][C:3]1[C:8]([F:9])=[CH:7][C:6]([Cl:10])=[CH:5][N:4]=1, predict the reactants needed to synthesize it. The reactants are: [NH:1]([C:3]1[C:8]([F:9])=[CH:7][C:6]([Cl:10])=[CH:5][N:4]=1)N.